Dataset: Catalyst prediction with 721,799 reactions and 888 catalyst types from USPTO. Task: Predict which catalyst facilitates the given reaction. (1) Reactant: [C:1]1([S:7]([NH:10][C:11]2[CH:12]=[C:13]([CH:15]=[CH:16][CH:17]=2)[NH2:14])(=[O:9])=[O:8])[CH:6]=[CH:5][CH:4]=[CH:3][CH:2]=1.[Cl:18][C:19]1[CH:27]=[CH:26][C:25]([N+:28]([O-:30])=[O:29])=[CH:24][C:20]=1[C:21](Cl)=[O:22]. Product: [C:1]1([S:7]([NH:10][C:11]2[CH:12]=[C:13]([NH:14][C:21]([C:20]3[CH:24]=[C:25]([N+:28]([O-:30])=[O:29])[CH:26]=[CH:27][C:19]=3[Cl:18])=[O:22])[CH:15]=[CH:16][CH:17]=2)(=[O:8])=[O:9])[CH:6]=[CH:5][CH:4]=[CH:3][CH:2]=1. The catalyst class is: 44. (2) Reactant: [O:1]1CCO[CH:2]1[C:6]1[CH:11]=[CH:10][CH:9]=[CH:8][C:7]=1[C:12]1[S:16][C:15]2[CH:17]=[CH:18][CH:19]=[CH:20][C:14]=2[CH:13]=1.Cl.Cl.O.O1CCCC1. Product: [S:16]1[C:12]([C:7]2[CH:8]=[CH:9][CH:10]=[CH:11][C:6]=2[CH:2]=[O:1])=[CH:13][C:14]2[CH:20]=[CH:19][CH:18]=[CH:17][C:15]1=2. The catalyst class is: 5. (3) Reactant: [CH2:1]([O:3][C:4]([C:6]1[N:7]([CH3:12])[CH:8]=[C:9]([NH2:11])[N:10]=1)=[O:5])[CH3:2].[F:13][C:14]([F:26])([F:25])[O:15][C:16]1[CH:21]=[CH:20][C:19]([N:22]=[C:23]=[O:24])=[CH:18][CH:17]=1. Product: [CH2:1]([O:3][C:4]([C:6]1[N:7]([CH3:12])[CH:8]=[C:9]([NH:11][C:23]([NH:22][C:19]2[CH:20]=[CH:21][C:16]([O:15][C:14]([F:13])([F:25])[F:26])=[CH:17][CH:18]=2)=[O:24])[N:10]=1)=[O:5])[CH3:2]. The catalyst class is: 1. (4) Reactant: [Cl:1][C:2]1[CH:7]=[C:6](Cl)[N:5]2[N:9]=[C:10]([C:12]3[C:13]([CH3:23])=[N:14][C:15]4[C:20]([N:21]=3)=[CH:19][C:18]([F:22])=[CH:17][CH:16]=4)[CH:11]=[C:4]2[N:3]=1.[NH2:24][CH2:25][C:26]([CH3:29])([OH:28])[CH3:27].C(=O)([O-])[O-].[K+].[K+].O. Product: [Cl:1][C:2]1[CH:7]=[C:6]([NH:24][CH2:25][C:26]([CH3:29])([OH:28])[CH3:27])[N:5]2[N:9]=[C:10]([C:12]3[C:13]([CH3:23])=[N:14][C:15]4[C:20](=[CH:19][C:18]([F:22])=[CH:17][CH:16]=4)[N:21]=3)[CH:11]=[C:4]2[N:3]=1. The catalyst class is: 9.